Predict the product of the given reaction. From a dataset of Forward reaction prediction with 1.9M reactions from USPTO patents (1976-2016). (1) Given the reactants [OH:1][CH:2]([C@H:4]1[N:9]([C:10]([O:12][CH2:13][C:14]2[CH:19]=[CH:18][CH:17]=[CH:16][CH:15]=2)=[O:11])[CH2:8][C@H:7]([C:20]([O:22][CH3:23])=[O:21])[CH2:6][CH2:5]1)[CH3:3], predict the reaction product. The product is: [C:2]([C@H:4]1[N:9]([C:10]([O:12][CH2:13][C:14]2[CH:15]=[CH:16][CH:17]=[CH:18][CH:19]=2)=[O:11])[CH2:8][C@H:7]([C:20]([O:22][CH3:23])=[O:21])[CH2:6][CH2:5]1)(=[O:1])[CH3:3]. (2) Given the reactants [Br:1][C:2]1[CH:3]=[C:4]2[C:9](=[CH:10][CH:11]=1)[N:8]=[CH:7][C:6]([C:12]1[CH:13]=[N:14][N:15]([CH2:17][CH2:18][OH:19])[CH:16]=1)=[C:5]2Cl.[CH3:21][O-:22].[Na+], predict the reaction product. The product is: [Br:1][C:2]1[CH:3]=[C:4]2[C:9](=[CH:10][CH:11]=1)[N:8]=[CH:7][C:6]([C:12]1[CH:13]=[N:14][N:15]([CH2:17][CH2:18][OH:19])[CH:16]=1)=[C:5]2[O:22][CH3:21]. (3) Given the reactants Br[CH:2]([CH:15]([CH3:17])[CH3:16])[C:3]([C:5]1[C:14]2[C:9](=[CH:10][CH:11]=[CH:12][CH:13]=2)[CH:8]=[CH:7][CH:6]=1)=O.[NH2:18][C:19]([NH2:21])=[S:20].C(=O)(O)[O-].[Na+], predict the reaction product. The product is: [NH2:21][C:19]1[S:20][C:2]([CH:15]([CH3:17])[CH3:16])=[C:3]([C:5]2[C:14]3[C:9](=[CH:10][CH:11]=[CH:12][CH:13]=3)[CH:8]=[CH:7][CH:6]=2)[N:18]=1. (4) Given the reactants [NH2:1][CH2:2][CH2:3][N:4]([CH3:22])[CH2:5][CH2:6][NH:7][C:8]1[C:9]2[C:14]([N:15]=[C:16]3[C:21]=1[CH2:20][CH2:19][CH2:18][CH2:17]3)=[CH:13][CH:12]=[CH:11][CH:10]=2.Cl[C:24]1[C:25]2[C:30]([N:31]=[C:32]3[C:37]=1[CH:36]=[CH:35][CH:34]=[CH:33]3)=[CH:29][CH:28]=[CH:27][CH:26]=2, predict the reaction product. The product is: [CH:10]1[C:9]2[C:14](=[N:15][C:16]3[C:21]([C:8]=2[NH:7][CH2:6][CH2:5][N:4]([CH2:3][CH2:2][NH:1][C:24]2[CH:37]4[CH:32]([CH2:33][CH2:34][CH2:35][CH2:36]4)[N:31]=[C:30]4[C:25]=2[CH:26]=[CH:27][CH:28]=[CH:29]4)[CH3:22])=[CH:20][CH:19]=[CH:18][CH:17]=3)[CH:13]=[CH:12][CH:11]=1. (5) Given the reactants [S:1]1[C:5]2[CH:6]=[CH:7][CH:8]=[CH:9][C:4]=2[N:3]=[C:2]1[N:10]1[C:14](=[O:15])[CH:13]=[C:12]([C:16]2[CH:21]=[CH:20][CH:19]=[C:18]([Cl:22])[CH:17]=2)[NH:11]1.CO[CH:25](OC)[N:26]([CH3:28])[CH3:27], predict the reaction product. The product is: [S:1]1[C:5]2[CH:6]=[CH:7][CH:8]=[CH:9][C:4]=2[N:3]=[C:2]1[N:10]1[C:14](=[O:15])[C:13](=[CH:25][N:26]([CH3:28])[CH3:27])[C:12]([C:16]2[CH:21]=[CH:20][CH:19]=[C:18]([Cl:22])[CH:17]=2)=[N:11]1. (6) Given the reactants Br[C:2]1[CH:25]=[CH:24][C:5]2[C:6]3[N:7]([CH:11]=[C:12]([C:14]4[N:18]([CH2:19][C:20]([F:23])([F:22])[F:21])[N:17]=[CH:16][N:15]=4)[N:13]=3)[CH2:8][CH2:9][O:10][C:4]=2[CH:3]=1.O1CCCCC1[O:32][CH2:33][CH2:34][N:35]1[CH:39]=[C:38](B2OC(C)(C)C(C)(C)O2)[CH:37]=[N:36]1, predict the reaction product. The product is: [F:21][C:20]([F:23])([F:22])[CH2:19][N:18]1[C:14]([C:12]2[N:13]=[C:6]3[C:5]4[CH:24]=[CH:25][C:2]([C:38]5[CH:37]=[N:36][N:35]([CH2:34][CH2:33][OH:32])[CH:39]=5)=[CH:3][C:4]=4[O:10][CH2:9][CH2:8][N:7]3[CH:11]=2)=[N:15][CH:16]=[N:17]1. (7) The product is: [C:1]([O:4][CH:5]1[C:9]2=[N:10][CH:11]=[C:12]([NH:29][C:47]([C:45]3[CH:44]=[CH:43][C:42]([F:50])=[C:41]([C:32]4[C:33]([F:40])=[CH:34][C:35]([S:37]([CH3:39])=[O:38])=[CH:36][C:31]=4[F:30])[N:46]=3)=[O:48])[C:13]([N:14]3[CH2:19][C@H:18]([CH3:20])[CH2:17][C@H:16]([NH:21][C:22]([O:24][C:25]([CH3:28])([CH3:27])[CH3:26])=[O:23])[CH2:15]3)=[C:8]2[CH2:7][CH2:6]1)(=[O:3])[CH3:2]. Given the reactants [C:1]([O:4][CH:5]1[C:9]2=[N:10][CH:11]=[C:12]([NH2:29])[C:13]([N:14]3[CH2:19][C@H:18]([CH3:20])[CH2:17][C@H:16]([NH:21][C:22]([O:24][C:25]([CH3:28])([CH3:27])[CH3:26])=[O:23])[CH2:15]3)=[C:8]2[CH2:7][CH2:6]1)(=[O:3])[CH3:2].[F:30][C:31]1[CH:36]=[C:35]([S:37]([CH3:39])=[O:38])[CH:34]=[C:33]([F:40])[C:32]=1[C:41]1[N:46]=[C:45]([C:47](O)=[O:48])[CH:44]=[CH:43][C:42]=1[F:50].CN(C(ON1N=NC2C=CC=NC1=2)=[N+](C)C)C.F[P-](F)(F)(F)(F)F.CCN(C(C)C)C(C)C, predict the reaction product.